Dataset: Reaction yield outcomes from USPTO patents with 853,638 reactions. Task: Predict the reaction yield, written as a fraction of the theoretical maximum amount of product (1.0 means a 100% yield; for example, 0.34 means a 34% yield). (1) The reactants are [C:1]([NH:12][C:13]1[CH:18]=[CH:17][C:16]([S:19](Cl)(=[O:21])=[O:20])=[CH:15][CH:14]=1)(=[O:11])[CH2:2][CH2:3][CH2:4][CH2:5][CH2:6][CH2:7][CH2:8][CH2:9][CH3:10].[NH2:23][C:24]1[S:25][C:26]([CH2:29][OH:30])=[N:27][N:28]=1.Cl. The catalyst is N1C=CC=CC=1. The product is [OH:30][CH2:29][C:26]1[S:25][C:24]([NH:23][S:19]([C:16]2[CH:17]=[CH:18][C:13]([NH:12][C:1](=[O:11])[CH2:2][CH2:3][CH2:4][CH2:5][CH2:6][CH2:7][CH2:8][CH2:9][CH3:10])=[CH:14][CH:15]=2)(=[O:21])=[O:20])=[N:28][N:27]=1. The yield is 0.730. (2) The yield is 0.262. The catalyst is CCOC(C)=O. The product is [Cl-:1].[F:10][C:11]1[CH:16]=[CH:15][C:14]([CH:17]([N:29]2[CH2:30][CH2:31][CH2:32][CH2:33][CH2:34]2)[C:18]([O:20][C@@H:21]2[CH:26]3[CH2:27][CH2:28][N+:23]([CH2:2][C:3](=[O:4])[C:5]4[S:6][CH:7]=[CH:8][CH:9]=4)([CH2:24][CH2:25]3)[CH2:22]2)=[O:19])=[CH:13][CH:12]=1. The reactants are [Cl:1][CH2:2][C:3]([C:5]1[S:6][CH:7]=[CH:8][CH:9]=1)=[O:4].[F:10][C:11]1[CH:16]=[CH:15][C:14]([CH:17]([N:29]2[CH2:34][CH2:33][CH2:32][CH2:31][CH2:30]2)[C:18]([O:20][C@@H:21]2[CH:26]3[CH2:27][CH2:28][N:23]([CH2:24][CH2:25]3)[CH2:22]2)=[O:19])=[CH:13][CH:12]=1.CCOCC.